From a dataset of Forward reaction prediction with 1.9M reactions from USPTO patents (1976-2016). Predict the product of the given reaction. Given the reactants O.[OH-].[Li+].C[O:5][C:6](=[O:39])[CH2:7][C:8]1[C:17]([CH3:18])=[C:16]([C:19]2[CH:24]=[CH:23][C:22]([S:25]([C:28]3[CH:33]=[CH:32][CH:31]=[CH:30][C:29]=3[C:34]([F:37])([F:36])[F:35])(=[O:27])=[O:26])=[CH:21][CH:20]=2)[C:15]2[C:10](=[CH:11][CH:12]=[C:13]([F:38])[CH:14]=2)[CH:9]=1, predict the reaction product. The product is: [F:38][C:13]1[CH:14]=[C:15]2[C:10](=[CH:11][CH:12]=1)[CH:9]=[C:8]([CH2:7][C:6]([OH:39])=[O:5])[C:17]([CH3:18])=[C:16]2[C:19]1[CH:20]=[CH:21][C:22]([S:25]([C:28]2[CH:33]=[CH:32][CH:31]=[CH:30][C:29]=2[C:34]([F:36])([F:35])[F:37])(=[O:27])=[O:26])=[CH:23][CH:24]=1.